Dataset: Full USPTO retrosynthesis dataset with 1.9M reactions from patents (1976-2016). Task: Predict the reactants needed to synthesize the given product. Given the product [CH2:1]([O:8][C:9]([N:11]1[CH2:25][CH2:24][C:15]2=[C:16]([N:26]3[CH2:31][CH2:30][O:29][CH2:28][CH2:27]3)[N:17]3[C:21]([N:22]=[C:14]2[CH2:13][CH2:12]1)=[CH:20][CH:19]=[N:18]3)=[O:10])[C:2]1[CH:7]=[CH:6][CH:5]=[CH:4][CH:3]=1, predict the reactants needed to synthesize it. The reactants are: [CH2:1]([O:8][C:9]([N:11]1[CH2:25][CH2:24][C:15]2=[C:16](Cl)[N:17]3[C:21]([N:22]=[C:14]2[CH2:13][CH2:12]1)=[CH:20][CH:19]=[N:18]3)=[O:10])[C:2]1[CH:7]=[CH:6][CH:5]=[CH:4][CH:3]=1.[NH:26]1[CH2:31][CH2:30][O:29][CH2:28][CH2:27]1.O.